Dataset: Reaction yield outcomes from USPTO patents with 853,638 reactions. Task: Predict the reaction yield, written as a fraction of the theoretical maximum amount of product (1.0 means a 100% yield; for example, 0.34 means a 34% yield). (1) The reactants are [Br:1][C:2]1[CH:7]=[CH:6][C:5]([C:8]([CH3:14])([CH3:13])[C:9](OC)=[O:10])=[CH:4][CH:3]=1.[H-].[Al+3].[Li+].[H-].[H-].[H-].Cl.C(OCC)C. The catalyst is O1CCCC1.C(OCC)(=O)C. The product is [Br:1][C:2]1[CH:3]=[CH:4][C:5]([C:8]([CH3:14])([CH3:13])[CH2:9][OH:10])=[CH:6][CH:7]=1. The yield is 1.00. (2) The reactants are Cl.[CH3:2][O:3][NH:4][CH3:5].[CH:6]1([CH2:11][CH:12]([C:16]2[CH:21]=[CH:20][C:19]([S:22]([CH3:25])(=[O:24])=[O:23])=[CH:18][CH:17]=2)[C:13](O)=[O:14])[CH2:10][CH2:9][CH2:8][CH2:7]1.Cl.CN(C)CCCN=C=NCC.ON1C2C=CC=CC=2N=N1. The catalyst is CN(C)C=O.C(OCC)(=O)C.C(N(CC)CC)C. The product is [CH:6]1([CH2:11][CH:12]([C:16]2[CH:21]=[CH:20][C:19]([S:22]([CH3:25])(=[O:24])=[O:23])=[CH:18][CH:17]=2)[C:13]([N:4]([O:3][CH3:2])[CH3:5])=[O:14])[CH2:10][CH2:9][CH2:8][CH2:7]1. The yield is 0.890. (3) The reactants are [CH2:1]([O:8][C:9]1[CH:18]=[C:17]2[C:12]([C:13]([O:19][C:20]3[CH:21]=[C:22]4[C:26](=[CH:27][CH:28]=3)[NH:25][C:24]([CH3:29])=[C:23]4[CH3:30])=[N:14][CH:15]=[N:16]2)=[CH:11][C:10]=1[O:31][CH3:32])[C:2]1[CH:7]=[CH:6][CH:5]=[CH:4][CH:3]=1.[C:33](O[C:33]([O:35][C:36]([CH3:39])([CH3:38])[CH3:37])=[O:34])([O:35][C:36]([CH3:39])([CH3:38])[CH3:37])=[O:34]. The catalyst is CN(C)C1C=CN=CC=1.C(#N)C. The product is [CH2:1]([O:8][C:9]1[CH:18]=[C:17]2[C:12]([C:13]([O:19][C:20]3[CH:21]=[C:22]4[C:26](=[CH:27][CH:28]=3)[N:25]([C:33]([O:35][C:36]([CH3:39])([CH3:38])[CH3:37])=[O:34])[C:24]([CH3:29])=[C:23]4[CH3:30])=[N:14][CH:15]=[N:16]2)=[CH:11][C:10]=1[O:31][CH3:32])[C:2]1[CH:7]=[CH:6][CH:5]=[CH:4][CH:3]=1. The yield is 0.990. (4) The reactants are [N+]([C:4]1[CH:5]=[C:6]([C:12]#[N:13])[C:7](=[CH:10][CH:11]=1)[C:8]#[N:9])([O-])=O.C=CC/C=C\C/C=C\CCCCCCCC1C=C(O)C=CC=1.C([O-])([O-])=O.[K+].[K+]. The catalyst is CN(C=O)C. The product is [C:12](#[N:13])[C:6]1[C:7](=[CH:10][CH:11]=[CH:4][CH:5]=1)[C:8]#[N:9]. The yield is 0.900. (5) The reactants are [C:1]([C:5]1[C:6](=[O:16])[C:7](=[O:15])[CH:8]=[C:9]([C:11]([CH3:14])([CH3:13])[CH3:12])[CH:10]=1)([CH3:4])([CH3:3])[CH3:2].[N+:17]([O-])([OH:19])=[O:18].O. The catalyst is C(O)(=O)C. The product is [C:11]([C:9]1[CH:10]=[C:5]([C:1]([CH3:4])([CH3:2])[CH3:3])[C:6](=[O:16])[C:7](=[O:15])[C:8]=1[N+:17]([O-:19])=[O:18])([CH3:14])([CH3:13])[CH3:12]. The yield is 0.240. (6) The reactants are Cl[C:2]1[N:7]=[N:6][C:5]([NH2:8])=[CH:4][CH:3]=1.[CH3:9][N:10]1[CH2:15][CH2:14][NH:13][CH2:12][CH2:11]1. No catalyst specified. The product is [CH3:9][N:10]1[CH2:15][CH2:14][N:13]([C:2]2[N:7]=[N:6][C:5]([NH2:8])=[CH:4][CH:3]=2)[CH2:12][CH2:11]1. The yield is 0.780.